Dataset: Peptide-MHC class II binding affinity with 134,281 pairs from IEDB. Task: Regression. Given a peptide amino acid sequence and an MHC pseudo amino acid sequence, predict their binding affinity value. This is MHC class II binding data. (1) The peptide sequence is IVQMAPVSAMVRMYI. The MHC is DRB1_1501 with pseudo-sequence DRB1_1501. The binding affinity (normalized) is 0.646. (2) The peptide sequence is EQCGRQAGGKLCPNN. The MHC is DRB1_0405 with pseudo-sequence DRB1_0405. The binding affinity (normalized) is 0.0692. (3) The peptide sequence is PVGEIYKRWIILGLN. The MHC is DRB1_0301 with pseudo-sequence DRB1_0301. The binding affinity (normalized) is 0.0359. (4) The peptide sequence is FIGYGKATLECQVQTKK. The binding affinity (normalized) is 0.434. The MHC is DRB4_0103 with pseudo-sequence DRB4_0103.